Dataset: Choline transporter screen with 302,306 compounds. Task: Binary Classification. Given a drug SMILES string, predict its activity (active/inactive) in a high-throughput screening assay against a specified biological target. (1) The molecule is OC(C1CC1)\C=C\C(C1C2(C(CC1)\C(CCC2)=C\C=C1/CC(O)CC(O)C1=C)C)C. The result is 0 (inactive). (2) The drug is O(c1cc(c(Nc2ccccc2)cc1)C)C. The result is 0 (inactive). (3) The compound is S(=O)(=O)(NCC)c1ccc(NC(=O)c2c(OCC)cccc2)cc1. The result is 0 (inactive).